Dataset: Full USPTO retrosynthesis dataset with 1.9M reactions from patents (1976-2016). Task: Predict the reactants needed to synthesize the given product. (1) Given the product [C:18]([O:17][C:15]([N:11]1[C:10]2[C:5](=[CH:6][C:7]([CH3:14])=[C:8]([CH3:13])[CH:9]=2)[NH:4][CH:3]([CH2:1][CH3:2])[CH2:12]1)=[O:16])([CH3:21])([CH3:20])[CH3:19], predict the reactants needed to synthesize it. The reactants are: [CH2:1]([CH:3]1[CH2:12][NH:11][C:10]2[C:5](=[CH:6][C:7]([CH3:14])=[C:8]([CH3:13])[CH:9]=2)[NH:4]1)[CH3:2].[C:15](O[C:15]([O:17][C:18]([CH3:21])([CH3:20])[CH3:19])=[O:16])([O:17][C:18]([CH3:21])([CH3:20])[CH3:19])=[O:16]. (2) Given the product [ClH:48].[CH3:39][NH:41][CH2:28][CH2:27][O:26][C:22]1[CH:23]=[C:24]2[C:25]3=[C:20]([O:19][CH2:18][CH2:17][N:16]3[N:15]=[C:14]2[S:11]([C:1]2[C:10]3[C:5](=[CH:6][CH:7]=[CH:8][CH:9]=3)[CH:4]=[CH:3][CH:2]=2)(=[O:13])=[O:12])[CH:21]=1, predict the reactants needed to synthesize it. The reactants are: [C:1]1([S:11]([C:14]2[C:24]3[C:25]4[N:16]([CH2:17][CH2:18][O:19][C:20]=4[CH:21]=[C:22]([O:26][CH2:27][CH2:28]O)[CH:23]=3)[N:15]=2)(=[O:13])=[O:12])[C:10]2[C:5](=[CH:6][CH:7]=[CH:8][CH:9]=2)[CH:4]=[CH:3][CH:2]=1.CS(OS(C)(=O)=O)(=O)=O.[CH2:39]([N:41](CC)CC)C.CN.[ClH:48].CCOCC.